This data is from NCI-60 drug combinations with 297,098 pairs across 59 cell lines. The task is: Regression. Given two drug SMILES strings and cell line genomic features, predict the synergy score measuring deviation from expected non-interaction effect. Drug 1: CC1=C(C(=CC=C1)Cl)NC(=O)C2=CN=C(S2)NC3=CC(=NC(=N3)C)N4CCN(CC4)CCO. Drug 2: CCC1(CC2CC(C3=C(CCN(C2)C1)C4=CC=CC=C4N3)(C5=C(C=C6C(=C5)C78CCN9C7C(C=CC9)(C(C(C8N6C)(C(=O)OC)O)OC(=O)C)CC)OC)C(=O)OC)O.OS(=O)(=O)O. Cell line: HCT116. Synergy scores: CSS=1.32, Synergy_ZIP=-4.66, Synergy_Bliss=-6.30, Synergy_Loewe=-5.31, Synergy_HSA=-5.42.